Dataset: Cav3 T-type calcium channel HTS with 100,875 compounds. Task: Binary Classification. Given a drug SMILES string, predict its activity (active/inactive) in a high-throughput screening assay against a specified biological target. (1) The result is 0 (inactive). The drug is S1CCN(CC1)Cc1c(OCC=C)cccc1. (2) The drug is S(=O)(=O)(N1CCOCC1)c1cc(c(O)cc1)C(OCC(=O)NCC1OCCC1)=O. The result is 0 (inactive). (3) The result is 0 (inactive). The drug is o1c2c(c(=O)c(Oc3c(OCC)cccc3)c1C)ccc(OC(=O)c1occc1)c2. (4) The drug is S(=O)(=O)(N(C1CCCCC1)CC(=O)N1CCOCC1)c1c(cc(cc1C)C)C. The result is 0 (inactive). (5) The compound is O=C1N(C(=O)C(=C1C)C)c1ncccc1. The result is 0 (inactive).